This data is from Full USPTO retrosynthesis dataset with 1.9M reactions from patents (1976-2016). The task is: Predict the reactants needed to synthesize the given product. (1) The reactants are: Br[C:2]1[C:3]([OH:13])=[C:4]([CH:9]=[C:10]([F:12])[CH:11]=1)[C:5]([O:7][CH3:8])=[O:6].CN(C)C=O.C(=O)=O.[F:22][C:23]([F:27])([F:26])[C:24]#[CH:25]. Given the product [F:12][C:10]1[CH:9]=[C:4]([C:5]([O:7][CH3:8])=[O:6])[C:3]2[O:13][C:24]([C:23]([F:27])([F:26])[F:22])=[CH:25][C:2]=2[CH:11]=1, predict the reactants needed to synthesize it. (2) Given the product [CH2:15]([O:14][C@H:13]1[C@H:12]([O:22][CH2:23][C:24]2[CH:25]=[CH:26][CH:27]=[CH:28][CH:29]=2)[C@@H:11]([O:30][CH2:31][C:32]2[CH:37]=[CH:36][CH:35]=[CH:34][CH:33]=2)[C@@:10]([C:40]2[CH:45]=[CH:44][C:43]([Cl:46])=[C:42]([CH2:47][C:48]3[CH:53]=[CH:52][C:51]([O:54][CH3:55])=[C:50]([F:56])[C:49]=3[F:57])[CH:41]=2)([O:38][CH3:39])[O:9][C@@H:8]1[CH2:7][OH:6])[C:16]1[CH:21]=[CH:20][CH:19]=[CH:18][CH:17]=1, predict the reactants needed to synthesize it. The reactants are: C([Si](C)(C)[O:6][CH2:7][C@@H:8]1[C@@H:13]([O:14][CH2:15][C:16]2[CH:21]=[CH:20][CH:19]=[CH:18][CH:17]=2)[C@H:12]([O:22][CH2:23][C:24]2[CH:29]=[CH:28][CH:27]=[CH:26][CH:25]=2)[C@@H:11]([O:30][CH2:31][C:32]2[CH:37]=[CH:36][CH:35]=[CH:34][CH:33]=2)[C@@:10]([C:40]2[CH:45]=[CH:44][C:43]([Cl:46])=[C:42]([CH2:47][C:48]3[CH:53]=[CH:52][C:51]([O:54][CH3:55])=[C:50]([F:56])[C:49]=3[F:57])[CH:41]=2)([O:38][CH3:39])[O:9]1)(C)(C)C.[F-].C([N+](CCCC)(CCCC)CCCC)CCC.C(OCC)(=O)C. (3) Given the product [Cl:1][CH2:2][CH2:3][N:4]([CH2:14][CH2:15][Cl:16])[C:5]1[CH:10]=[CH:9][C:8]([N:11]2[C:25](=[O:26])[CH:24]=[CH:23][C:22]2=[O:27])=[CH:7][CH:6]=1, predict the reactants needed to synthesize it. The reactants are: [Cl:1][CH2:2][CH2:3][N:4]([CH2:14][CH2:15][Cl:16])[C:5]1[CH:10]=[CH:9][C:8]([N+:11]([O-])=O)=[CH:7][CH:6]=1.COC(N1[C:25](=[O:26])[CH:24]=[CH:23][C:22]1=[O:27])=O. (4) Given the product [S:11]([N:1]1[CH:5]=[CH:4][CH:3]=[CH:2]1)([C:14]1[CH:20]=[CH:19][C:17]([CH3:18])=[CH:16][CH:15]=1)(=[O:13])=[O:12], predict the reactants needed to synthesize it. The reactants are: [NH:1]1[CH:5]=[CH:4][CH:3]=[CH:2]1.[Li]CCCC.[S:11](Cl)([C:14]1[CH:20]=[CH:19][C:17]([CH3:18])=[CH:16][CH:15]=1)(=[O:13])=[O:12]. (5) Given the product [CH2:1]([C:5]1([CH3:31])[CH2:10][CH2:9][N:8]([C:11]2[C:12]3[N:13]([N:24]=[C:25]([C:27]([O:29][CH3:30])=[O:28])[CH:26]=3)[CH:14]=[C:15]([CH3:23])[C:16]=2[C@H:17]([OH:22])[C:18]([O:20][CH3:21])=[O:19])[CH2:7][CH2:6]1)[CH2:2][CH:3]=[CH2:4], predict the reactants needed to synthesize it. The reactants are: [CH2:1]([C:5]1([CH3:31])[CH2:10][CH2:9][N:8]([C:11]2[C:12]3[N:13]([N:24]=[C:25]([C:27]([O:29][CH3:30])=[O:28])[CH:26]=3)[CH:14]=[C:15]([CH3:23])[C:16]=2[C:17](=[O:22])[C:18]([O:20][CH3:21])=[O:19])[CH2:7][CH2:6]1)[CH2:2][CH:3]=[CH2:4].CB1N2CCC[C@@H]2C(C2C=CC=CC=2)(C2C=CC=CC=2)O1.C1(C)C=CC=CC=1. (6) Given the product [NH:1]1[C@H:2]([C:11]([O:13][CH3:14])=[O:12])[CH2:3][CH2:4][CH2:5][C@@H:6]1[C:7]([O:9][CH3:10])=[O:8], predict the reactants needed to synthesize it. The reactants are: [N:1]1[C:6]([C:7]([O:9][CH3:10])=[O:8])=[CH:5][CH:4]=[CH:3][C:2]=1[C:11]([O:13][CH3:14])=[O:12]. (7) The reactants are: Cl[C:2](=[O:27])[C:3]([NH:5][C:6]1[C:10]2[CH:11]=[N:12][C:13]3[CH:14]=[C:15]([O:21][CH3:22])[C:16]([O:19][CH3:20])=[CH:17][C:18]=3[C:9]=2[S:8][C:7]=1[C:23]([O:25][CH3:26])=[O:24])=[O:4].[CH3:28][N:29]1[CH2:34][CH2:33][N:32]([C:35]2[CH:41]=[CH:40][C:38]([NH2:39])=[CH:37][CH:36]=2)[CH2:31][CH2:30]1.CCN(CC)CC. Given the product [CH3:22][O:21][C:15]1[C:16]([O:19][CH3:20])=[CH:17][C:18]2[C:9]3[S:8][C:7]([C:23]([O:25][CH3:26])=[O:24])=[C:6]([NH:5][C:3](=[O:4])[C:2]([NH:39][C:38]4[CH:37]=[CH:36][C:35]([N:32]5[CH2:31][CH2:30][N:29]([CH3:28])[CH2:34][CH2:33]5)=[CH:41][CH:40]=4)=[O:27])[C:10]=3[CH:11]=[N:12][C:13]=2[CH:14]=1, predict the reactants needed to synthesize it.